From a dataset of Full USPTO retrosynthesis dataset with 1.9M reactions from patents (1976-2016). Predict the reactants needed to synthesize the given product. (1) Given the product [OH:24][C@@H:22]([CH3:23])[CH2:21][C:18]1[CH:19]=[CH:20][C:15]([NH:14][C:2]2[N:7]=[CH:6][C:5]([C:8](=[O:10])[CH3:9])=[CH:4][C:3]=2[N+:11]([O-:13])=[O:12])=[CH:16][CH:17]=1, predict the reactants needed to synthesize it. The reactants are: Cl[C:2]1[N:7]=[CH:6][C:5]([C:8](=[O:10])[CH3:9])=[CH:4][C:3]=1[N+:11]([O-:13])=[O:12].[NH2:14][C:15]1[CH:20]=[CH:19][C:18]([CH2:21][C@@H:22]([OH:24])[CH3:23])=[CH:17][CH:16]=1. (2) The reactants are: [Br:1]N1C(=O)CCC1=O.N(C(C)(C)C#N)=NC(C)(C)C#N.[Cl:21][C:22]1[CH:23]=[C:24]([N:28]2[CH2:33][CH2:32][N:31]([C:34]([C:36]3[N:37]([C:42]4[CH:47]=[CH:46][CH:45]=[CH:44][CH:43]=4)[N:38]=[C:39]([CH3:41])[CH:40]=3)=[O:35])[CH2:30][CH2:29]2)[CH:25]=[CH:26][CH:27]=1. Given the product [Br:1][C:27]1[CH:26]=[CH:25][C:24]([N:28]2[CH2:29][CH2:30][N:31]([C:34]([C:36]3[N:37]([C:42]4[CH:43]=[CH:44][CH:45]=[CH:46][CH:47]=4)[N:38]=[C:39]([CH3:41])[CH:40]=3)=[O:35])[CH2:32][CH2:33]2)=[CH:23][C:22]=1[Cl:21], predict the reactants needed to synthesize it. (3) Given the product [CH3:1][O:2][C:3]([CH:5]1[CH2:6][CH2:7][CH:8]([C:11]2[CH:16]=[CH:15][C:14]([Br:30])=[CH:13][CH:12]=2)[CH2:9][CH2:10]1)=[O:4], predict the reactants needed to synthesize it. The reactants are: [CH3:1][O:2][C:3]([CH:5]1[CH2:10][CH2:9][CH:8]([C:11]2[CH:16]=[CH:15][CH:14]=[CH:13][CH:12]=2)[CH2:7][CH2:6]1)=[O:4].[N+]([O-])([O-])=O.[Tl+3].[N+]([O-])([O-])=O.[N+]([O-])([O-])=O.[Br:30]Br.[OH-].[Na+].